This data is from Peptide-MHC class I binding affinity with 185,985 pairs from IEDB/IMGT. The task is: Regression. Given a peptide amino acid sequence and an MHC pseudo amino acid sequence, predict their binding affinity value. This is MHC class I binding data. (1) The peptide sequence is IEEVMNIVLI. The MHC is HLA-B44:02 with pseudo-sequence HLA-B44:02. The binding affinity (normalized) is 0.281. (2) The peptide sequence is YFDPANGKF. The MHC is HLA-B27:05 with pseudo-sequence HLA-B27:05. The binding affinity (normalized) is 0.0847. (3) The peptide sequence is KEKGGLDGL. The MHC is HLA-B42:01 with pseudo-sequence HLA-B42:01. The binding affinity (normalized) is 0. (4) The peptide sequence is IIGPMFSGK. The MHC is HLA-A31:01 with pseudo-sequence HLA-A31:01. The binding affinity (normalized) is 0.191. (5) The peptide sequence is GLAWIPYFG. The MHC is HLA-A24:02 with pseudo-sequence HLA-A24:02. The binding affinity (normalized) is 0. (6) The peptide sequence is TSPTENTTGPL. The MHC is Mamu-A01 with pseudo-sequence Mamu-A01. The binding affinity (normalized) is 0.453. (7) The peptide sequence is PLASLTPKA. The MHC is HLA-A02:01 with pseudo-sequence HLA-A02:01. The binding affinity (normalized) is 0.259. (8) The peptide sequence is TPSDLNTML. The MHC is HLA-B07:02 with pseudo-sequence HLA-B07:02. The binding affinity (normalized) is 0.515. (9) The peptide sequence is TFKVPHAKR. The MHC is HLA-A33:01 with pseudo-sequence HLA-A33:01. The binding affinity (normalized) is 0.745.